From a dataset of Full USPTO retrosynthesis dataset with 1.9M reactions from patents (1976-2016). Predict the reactants needed to synthesize the given product. (1) Given the product [CH3:15][O:16][C:17](=[O:29])[CH2:18][C@H:19]1[C:23]2[CH:24]=[CH:25][C:26]([O:12][C@H:9]3[C:10]4[C:6](=[CH:5][CH:4]=[C:3]([C:2]([F:13])([F:14])[F:1])[CH:11]=4)[CH2:7][CH2:8]3)=[CH:27][C:22]=2[O:21][CH2:20]1, predict the reactants needed to synthesize it. The reactants are: [F:1][C:2]([F:14])([F:13])[C:3]1[CH:11]=[C:10]2[C:6]([CH2:7][CH2:8][C@@H:9]2[OH:12])=[CH:5][CH:4]=1.[CH3:15][O:16][C:17](=[O:29])[CH2:18][C@H:19]1[C:23]2[CH:24]=[CH:25][C:26](O)=[CH:27][C:22]=2[O:21][CH2:20]1. (2) The reactants are: [C:1]([S@@:5](/[N:7]=[CH:8]/[C:9]1[O:13][N:12]=[C:11]([CH3:14])[C:10]=1[C:15]1[CH:25]=[CH:24][CH:23]=[CH:22][C:16]=1[C:17]([O:19][CH2:20][CH3:21])=[O:18])=[O:6])([CH3:4])([CH3:3])[CH3:2].C1COCC1.C[Si](C)(C)[C:33]([F:36])([F:35])[F:34]. Given the product [CH3:4][C:1]([CH3:2])([S@@:5]([NH:7][C@@H:8]([C:9]1[O:13][N:12]=[C:11]([CH3:14])[C:10]=1[C:15]1[CH:25]=[CH:24][CH:23]=[CH:22][C:16]=1[C:17]([O:19][CH2:20][CH3:21])=[O:18])[C:33]([F:36])([F:35])[F:34])=[O:6])[CH3:3], predict the reactants needed to synthesize it.